From a dataset of Forward reaction prediction with 1.9M reactions from USPTO patents (1976-2016). Predict the product of the given reaction. (1) Given the reactants [O:1]=[C:2]1[C:6]2[CH:7]=[CH:8][C:9]([C:11]3[N:12]=[C:13]4[C:19]5[CH:20]=[CH:21][CH:22]=[CH:23][C:18]=5[NH:17][C:16]5[N:24]=[CH:25][CH:26]=[CH:27][C:15]=5[N:14]4[C:28]=3[C:29]3[CH:34]=[CH:33][C:32]([C:35]4([NH:39]C(=O)OC(C)(C)C)[CH2:38][CH2:37][CH2:36]4)=[CH:31][CH:30]=3)=[CH:10][C:5]=2[CH2:4][O:3]1.Cl.O1CCOCC1, predict the reaction product. The product is: [NH2:39][C:35]1([C:32]2[CH:33]=[CH:34][C:29]([C:28]3[N:14]4[C:15]5[CH:27]=[CH:26][CH:25]=[N:24][C:16]=5[NH:17][C:18]5[CH:23]=[CH:22][CH:21]=[CH:20][C:19]=5[C:13]4=[N:12][C:11]=3[C:9]3[CH:8]=[CH:7][C:6]4[C:2](=[O:1])[O:3][CH2:4][C:5]=4[CH:10]=3)=[CH:30][CH:31]=2)[CH2:36][CH2:37][CH2:38]1. (2) Given the reactants CS(O[CH2:6][CH2:7][O:8][C:9]1[C:17]2[C:12](=[N:13][CH:14]=[N:15][C:16]=2[NH:18][C:19]2[CH:24]=[CH:23][C:22]([O:25][CH2:26][C:27]3[CH:32]=[CH:31][CH:30]=[CH:29][CH:28]=3)=[C:21]([CH3:33])[CH:20]=2)[NH:11][N:10]=1)(=O)=O.[CH3:34][O:35][CH:36]1[CH2:41][CH2:40][NH:39][CH2:38][CH2:37]1, predict the reaction product. The product is: [CH2:26]([O:25][C:22]1[CH:23]=[CH:24][C:19]([NH:18][C:16]2[N:15]=[CH:14][N:13]=[C:12]3[NH:11][N:10]=[C:9]([O:8][CH2:7][CH2:6][N:39]4[CH2:40][CH2:41][CH:36]([O:35][CH3:34])[CH2:37][CH2:38]4)[C:17]=23)=[CH:20][C:21]=1[CH3:33])[C:27]1[CH:28]=[CH:29][CH:30]=[CH:31][CH:32]=1. (3) Given the reactants Cl[C:2]1[C:7]2[CH:8]=[CH:9][O:10][C:6]=2[CH:5]=[CH:4][N:3]=1.[CH3:11][O-:12].[Na+], predict the reaction product. The product is: [CH3:11][O:12][C:2]1[C:7]2[CH:8]=[CH:9][O:10][C:6]=2[CH:5]=[CH:4][N:3]=1. (4) Given the reactants [NH2:1][C:2]1[C:3]([NH:21][C@@H:22]2[C@H:26]([CH2:27][CH3:28])[CH2:25][C@H:24]([NH:29][S:30]([CH:33]3[CH2:35][CH2:34]3)(=[O:32])=[O:31])[CH2:23]2)=[C:4]2[CH:10]=[CH:9][N:8]([S:11]([C:14]3[CH:20]=[CH:19][C:17]([CH3:18])=[CH:16][CH:15]=3)(=[O:13])=[O:12])[C:5]2=[N:6][CH:7]=1.Cl.[N:37]([O-])=O.[Na+], predict the reaction product. The product is: [CH2:27]([C@H:26]1[C@@H:22]([N:21]2[C:3]3=[C:4]4[CH:10]=[CH:9][N:8]([S:11]([C:14]5[CH:15]=[CH:16][C:17]([CH3:18])=[CH:19][CH:20]=5)(=[O:12])=[O:13])[C:5]4=[N:6][CH:7]=[C:2]3[N:1]=[N:37]2)[CH2:23][C@@H:24]([NH:29][S:30]([CH:33]2[CH2:35][CH2:34]2)(=[O:31])=[O:32])[CH2:25]1)[CH3:28].